From a dataset of Reaction yield outcomes from USPTO patents with 853,638 reactions. Predict the reaction yield, written as a fraction of the theoretical maximum amount of product (1.0 means a 100% yield; for example, 0.34 means a 34% yield). The reactants are Br[C:2]1[CH:10]=[CH:9][C:5]([C:6]([OH:8])=[O:7])=[C:4]([CH3:11])[CH:3]=1.[Li]CCCC.CN([CH:20]=[O:21])C. The catalyst is C1COCC1. The product is [CH:20]([C:2]1[CH:10]=[CH:9][C:5]([C:6]([OH:8])=[O:7])=[C:4]([CH3:11])[CH:3]=1)=[O:21]. The yield is 0.400.